Task: Predict the reactants needed to synthesize the given product.. Dataset: Full USPTO retrosynthesis dataset with 1.9M reactions from patents (1976-2016) Given the product [OH:1][C:2]1[C:13]2[C:14]3[C:5]([CH2:6][CH2:7][N:8]([CH:15]4[CH2:20][CH2:19][CH:18]([NH:22][CH2:23][CH2:24][CH2:25][NH:26][C:27]([NH:29][CH:30]5[CH2:35][CH2:34][CH2:33][CH2:32][CH2:31]5)=[O:28])[CH2:17][CH2:16]4)[C:9]=3[CH:10]=[CH:11][CH:12]=2)=[CH:4][N:3]=1, predict the reactants needed to synthesize it. The reactants are: [OH:1][C:2]1[C:13]2[C:14]3[C:5]([CH2:6][CH2:7][N:8]([CH:15]4[CH2:20][CH2:19][C:18](=O)[CH2:17][CH2:16]4)[C:9]=3[CH:10]=[CH:11][CH:12]=2)=[CH:4][N:3]=1.[NH2:22][CH2:23][CH2:24][CH2:25][NH:26][C:27]([NH:29][CH:30]1[CH2:35][CH2:34][CH2:33][CH2:32][CH2:31]1)=[O:28].